Task: Predict the product of the given reaction.. Dataset: Forward reaction prediction with 1.9M reactions from USPTO patents (1976-2016) (1) Given the reactants Br[C:2]1[CH:13]=[CH:12][CH:11]=[CH:10][C:3]=1[CH2:4][C@@H:5]([C:7]([OH:9])=[O:8])[NH2:6].C([O-])([O-])=O.[K+].[K+], predict the reaction product. The product is: [NH:6]1[C:10]2[C:3](=[CH:2][CH:13]=[CH:12][CH:11]=2)[CH2:4][C@H:5]1[C:7]([OH:9])=[O:8]. (2) Given the reactants C([O:4][CH2:5][CH2:6][CH2:7][CH2:8][O:9][C:10]1[C:17]([O:18][CH2:19][CH2:20][CH2:21][CH2:22][O:23]C(=O)C)=[C:16]([O:27][CH2:28][CH2:29][CH2:30][CH2:31][O:32]C(=O)C)[CH:15]=[CH:14][C:11]=1[CH:12]=O)(=O)C.C(O)(=O)[CH2:37][C:38]([OH:40])=[O:39].N1CCCCC1.[OH-].[K+].Cl, predict the reaction product. The product is: [OH:4][CH2:5][CH2:6][CH2:7][CH2:8][O:9][C:10]1[C:17]([O:18][CH2:19][CH2:20][CH2:21][CH2:22][OH:23])=[C:16]([O:27][CH2:28][CH2:29][CH2:30][CH2:31][OH:32])[CH:15]=[CH:14][C:11]=1[CH:12]=[CH:37][C:38]([OH:40])=[O:39]. (3) Given the reactants C[O:2][C:3]1[CH:8]=[CH:7][C:6]([N:9]2[CH:13]=[C:12]([C:14]#[N:15])[CH:11]=[N:10]2)=[CH:5][CH:4]=1.B(Br)(Br)Br, predict the reaction product. The product is: [OH:2][C:3]1[CH:4]=[CH:5][C:6]([N:9]2[CH:13]=[C:12]([C:14]#[N:15])[CH:11]=[N:10]2)=[CH:7][CH:8]=1. (4) Given the reactants [Cl:1][C:2]1[CH:7]=[CH:6][N:5]2[C:8](I)=[C:9]([CH2:11][NH:12][C:13](=[O:19])[O:14][C:15]([CH3:18])([CH3:17])[CH3:16])[N:10]=[C:4]2[CH:3]=1.C[CH2:22][N:23](C(C)C)C(C)C.O, predict the reaction product. The product is: [Cl:1][C:2]1[CH:7]=[CH:6][N:5]2[C:8]([C:22]#[N:23])=[C:9]([CH2:11][NH:12][C:13](=[O:19])[O:14][C:15]([CH3:18])([CH3:17])[CH3:16])[N:10]=[C:4]2[CH:3]=1. (5) The product is: [CH2:40]([N:44]([C:88]1[CH:89]=[CH:90][C:91]([CH2:94][C:95]([OH:97])=[O:96])=[CH:92][CH:93]=1)[C:45]([C:47]1[C:51]([Cl:52])=[C:50]([CH3:53])[N:49]([C:54]2[CH:59]=[CH:58][C:57]([C:60](=[O:75])[NH:61][S:62]([C:65]3[CH:74]=[CH:73][C:72]4[C:67](=[CH:68][CH:69]=[CH:70][CH:71]=4)[CH:66]=3)(=[O:63])=[O:64])=[CH:56][C:55]=2[C:76]([N:78]2[CH2:87][CH2:86][C:85]3[C:80](=[CH:81][CH:82]=[CH:83][CH:84]=3)[CH2:79]2)=[O:77])[N:48]=1)=[O:46])[CH2:41][CH2:42][CH3:43]. Given the reactants ClC1C(C(=O)N(CCCC)CCCC)=NN(C2C=CC(C(O)=O)=CC=2C(N2CCC3C(=CC=CC=3)C2)=O)C=1C.[CH2:40]([N:44]([C:88]1[CH:93]=[CH:92][C:91]([CH2:94][C:95]([O:97]CC)=[O:96])=[CH:90][CH:89]=1)[C:45]([C:47]1[C:51]([Cl:52])=[C:50]([CH3:53])[N:49]([C:54]2[CH:59]=[CH:58][C:57]([C:60](=[O:75])[NH:61][S:62]([C:65]3[CH:74]=[CH:73][C:72]4[C:67](=[CH:68][CH:69]=[CH:70][CH:71]=4)[CH:66]=3)(=[O:64])=[O:63])=[CH:56][C:55]=2[C:76]([N:78]2[CH2:87][CH2:86][C:85]3[C:80](=[CH:81][CH:82]=[CH:83][CH:84]=3)[CH2:79]2)=[O:77])[N:48]=1)=[O:46])[CH2:41][CH2:42][CH3:43], predict the reaction product. (6) Given the reactants O=C1C2C(=CC=CC=2)C(=O)[N:3]1[C:12]1[CH:16]=[C:15]([CH:17]2[CH2:22][CH2:21][N:20]([C:23]([O:25][C:26]([CH3:29])([CH3:28])[CH3:27])=[O:24])[CH2:19][CH2:18]2)[N:14]([CH:30]([CH3:32])[CH3:31])[N:13]=1.O.NN, predict the reaction product. The product is: [NH2:3][C:12]1[CH:16]=[C:15]([CH:17]2[CH2:22][CH2:21][N:20]([C:23]([O:25][C:26]([CH3:28])([CH3:27])[CH3:29])=[O:24])[CH2:19][CH2:18]2)[N:14]([CH:30]([CH3:32])[CH3:31])[N:13]=1. (7) The product is: [Cl:89][C:84]1[CH:85]=[CH:86][CH:87]=[CH:88][C:83]=1[O:82][CH:79]1[CH2:78][CH2:77][N:76]([C:74](=[O:75])[CH2:73][NH:72][C:22]([C:19]2[CH:18]=[C:17]([C:12]3[CH:13]=[CH:14][CH:15]=[CH:16][C:11]=3[F:10])[NH:21][N:20]=2)=[O:24])[CH2:81][CH2:80]1. Given the reactants CCN(C(C)C)C(C)C.[F:10][C:11]1[CH:16]=[CH:15][CH:14]=[CH:13][C:12]=1[C:17]1[NH:21][N:20]=[C:19]([C:22]([OH:24])=O)[CH:18]=1.C1(C2NN=C(C(O)=O)C=2)C=CC=CC=1.FC1C=CC=CC=1C(=O)C.C1C=CC2N(O)N=NC=2C=1.CCN=C=NCCCN(C)C.Cl.Cl.[NH2:72][CH2:73][C:74]([N:76]1[CH2:81][CH2:80][CH:79]([O:82][C:83]2[CH:88]=[CH:87][CH:86]=[CH:85][C:84]=2[Cl:89])[CH2:78][CH2:77]1)=[O:75], predict the reaction product.